From a dataset of NCI-60 drug combinations with 297,098 pairs across 59 cell lines. Regression. Given two drug SMILES strings and cell line genomic features, predict the synergy score measuring deviation from expected non-interaction effect. Drug 1: C1=NC2=C(N=C(N=C2N1C3C(C(C(O3)CO)O)O)F)N. Drug 2: COC1=NC(=NC2=C1N=CN2C3C(C(C(O3)CO)O)O)N. Cell line: NCI-H226. Synergy scores: CSS=2.34, Synergy_ZIP=-1.74, Synergy_Bliss=0.396, Synergy_Loewe=-0.724, Synergy_HSA=-0.631.